This data is from Reaction yield outcomes from USPTO patents with 853,638 reactions. The task is: Predict the reaction yield, written as a fraction of the theoretical maximum amount of product (1.0 means a 100% yield; for example, 0.34 means a 34% yield). (1) The reactants are C([O:5][C:6](=[O:16])[CH:7]([CH2:11][S:12](Cl)(=[O:14])=[O:13])[CH:8]([CH3:10])[CH3:9])(C)(C)C.[CH2:17]1[C:22]2[NH:23][C:24]3[C:29]([C:21]=2[CH2:20][CH2:19][NH:18]1)=[CH:28][CH:27]=[CH:26][CH:25]=3.C(N(CC)CC)C.FC(F)(F)C(O)=O. The catalyst is ClCCl.ClCCl.CO. The product is [CH3:10][CH:8]([CH3:9])[CH:7]([CH2:11][S:12]([N:18]1[CH2:19][CH2:20][C:21]2[C:29]3[C:24](=[CH:25][CH:26]=[CH:27][CH:28]=3)[NH:23][C:22]=2[CH2:17]1)(=[O:13])=[O:14])[C:6]([OH:5])=[O:16]. The yield is 0.190. (2) The reactants are [OH:1][CH2:2][CH:3]1[NH:8][CH2:7][CH2:6][N:5]([C:9]([O:11][C:12]([CH3:15])([CH3:14])[CH3:13])=[O:10])[CH2:4]1.[CH2:16]([C:18]1[CH:23]=[CH:22][CH:21]=[CH:20][C:19]=1[N:24]=[C:25]=[O:26])[CH3:17]. The catalyst is O1CCCC1. The product is [CH2:16]([C:18]1[CH:23]=[CH:22][CH:21]=[CH:20][C:19]=1[NH:24][C:25]([N:8]1[CH2:7][CH2:6][N:5]([C:9]([O:11][C:12]([CH3:15])([CH3:14])[CH3:13])=[O:10])[CH2:4][CH:3]1[CH2:2][OH:1])=[O:26])[CH3:17]. The yield is 1.00.